This data is from Experimental lipophilicity measurements (octanol/water distribution) for 4,200 compounds from AstraZeneca. The task is: Regression/Classification. Given a drug SMILES string, predict its absorption, distribution, metabolism, or excretion properties. Task type varies by dataset: regression for continuous measurements (e.g., permeability, clearance, half-life) or binary classification for categorical outcomes (e.g., BBB penetration, CYP inhibition). For this dataset (lipophilicity_astrazeneca), we predict Y. (1) The compound is CCCSc1nc(N2CCCC(C(=O)O)C2)ccc1C(=O)NC1CCCCC1. The Y is 1.72 logD. (2) The molecule is CONC(=O)c1cnc(N2CCC(NC(=O)c3[nH]c(C)c(Cl)c3Cl)CC2)s1. The Y is 3.10 logD. (3) The Y is 2.98 logD. The molecule is C=C1C[C@@H]2[C@H](CC[C@]3(C)C(=O)CC[C@@H]23)[C@@]2(C)C=CC(=O)C=C12. (4) The compound is CCN1CCC[C@H]1CNC(=O)c1c(OC)ccc(Br)c1OC. The Y is 0.0500 logD.